From a dataset of Forward reaction prediction with 1.9M reactions from USPTO patents (1976-2016). Predict the product of the given reaction. (1) Given the reactants C1COCC1.Br[C:7]1[N:11]([CH3:12])[N:10]=[CH:9][N:8]=1.[CH2:13]([CH:15]([C:18]1[C:19]2[N:20]([C:25]([C:29]3[S:30][C:31](I)=[CH:32][C:33]=3[O:34][CH3:35])=[C:26]([CH3:28])[N:27]=2)[N:21]=[C:22]([CH3:24])[CH:23]=1)[CH2:16][CH3:17])[CH3:14], predict the reaction product. The product is: [CH2:13]([CH:15]([C:18]1[C:19]2[N:20]([C:25]([C:29]3[S:30][C:31]([C:7]4[N:11]([CH3:12])[N:10]=[CH:9][N:8]=4)=[CH:32][C:33]=3[O:34][CH3:35])=[C:26]([CH3:28])[N:27]=2)[N:21]=[C:22]([CH3:24])[CH:23]=1)[CH2:16][CH3:17])[CH3:14]. (2) Given the reactants [OH:1][CH2:2][C@H:3]1[CH2:14][CH2:13][C:12]2[S:11][C:10]3[N:9]=[CH:8][N:7]=[C:6]([O:15][CH:16]4[CH2:21][CH2:20][C:19](=[O:22])[CH2:18][CH2:17]4)[C:5]=3[C:4]1=2.[CH3:23][S:24](Cl)(=[O:26])=[O:25].C(N(CC)CC)C, predict the reaction product. The product is: [CH3:23][S:24]([O:1][CH2:2][C@H:3]1[CH2:14][CH2:13][C:12]2[S:11][C:10]3[N:9]=[CH:8][N:7]=[C:6]([O:15][CH:16]4[CH2:21][CH2:20][C:19](=[O:22])[CH2:18][CH2:17]4)[C:5]=3[C:4]1=2)(=[O:26])=[O:25]. (3) The product is: [N:26]1[CH:27]=[CH:28][CH:29]=[C:24]([CH2:23][O:1][C:2]2[CH:7]=[CH:6][C:5]([C:8]([N:10]3[CH2:14][CH2:13][CH2:12][C@H:11]3[CH2:15][N:16]3[CH2:17][CH2:18][CH2:19][CH2:20]3)=[O:9])=[CH:4][CH:3]=2)[CH:25]=1. Given the reactants [OH:1][C:2]1[CH:7]=[CH:6][C:5]([C:8]([N:10]2[CH2:14][CH2:13][CH2:12][C@H:11]2[CH2:15][N:16]2[CH2:20][CH2:19][CH2:18][CH2:17]2)=[O:9])=[CH:4][CH:3]=1.Br.Br[CH2:23][C:24]1[CH:25]=[N:26][CH:27]=[CH:28][CH:29]=1, predict the reaction product. (4) The product is: [N:30]1([C:51]2[CH:50]=[C:49]([NH:52][C:53]([C:55]3[O:56][C:57]4[C:62]([C:63](=[O:65])[CH:64]=3)=[CH:61][CH:60]=[CH:59][C:58]=4[N:66]3[CH2:67][CH2:68][N:69]([CH3:72])[CH2:70][CH2:71]3)=[O:54])[CH:48]=[CH:47][CH:46]=2)[CH2:35][CH2:34][O:33][CH2:32][CH2:31]1. Given the reactants CN1CCN(C2C=CC3C(C=2)=CC=C2C=3OC(C(NC3C=CC([N:30]4[CH2:35][CH2:34][O:33][CH2:32][CH2:31]4)=CC=3)=O)=CC2=O)CC1.N1(C([C:46]2[CH:51]=[CH:50][C:49]([NH:52][C:53]([C:55]3[O:56][C:57]4[C:62]([C:63](=[O:65])[CH:64]=3)=[CH:61][CH:60]=[CH:59][C:58]=4[N:66]3[CH2:71][CH2:70][N:69]([CH3:72])[CH2:68][CH2:67]3)=[O:54])=[CH:48][CH:47]=2)=O)CCOCC1, predict the reaction product.